From a dataset of Forward reaction prediction with 1.9M reactions from USPTO patents (1976-2016). Predict the product of the given reaction. (1) Given the reactants C(OC([N:8]1[CH2:13][CH2:12][CH:11]([C:14]2[C:15]([O:23][CH3:24])=[N:16][N:17]3[CH2:22][CH2:21][CH2:20][CH2:19][C:18]=23)[CH2:10][CH2:9]1)=O)(C)(C)C.N1CCCCC1, predict the reaction product. The product is: [CH3:24][O:23][C:15]1[C:14]([CH:11]2[CH2:12][CH2:13][NH:8][CH2:9][CH2:10]2)=[C:18]2[CH2:19][CH2:20][CH2:21][CH2:22][N:17]2[N:16]=1. (2) Given the reactants [N+:1]([C:4]1[CH:5]=[C:6]([C:10]([C:12]2[C:20]3[C:15](=[N:16][CH:17]=[CH:18][CH:19]=3)[NH:14][CH:13]=2)=[O:11])[CH:7]=[CH:8][CH:9]=1)([O-])=O.Cl, predict the reaction product. The product is: [NH2:1][C:4]1[CH:5]=[C:6]([C:10]([C:12]2[C:20]3[C:15](=[N:16][CH:17]=[CH:18][CH:19]=3)[NH:14][CH:13]=2)=[O:11])[CH:7]=[CH:8][CH:9]=1. (3) Given the reactants [Cl-].C([Al+]CC)C.C[Si]([C:11]#[N:12])(C)C.[C:13]([N:20]1[CH2:25][C@H:24]2[C@H:22]([O:23]2)[CH2:21]1)([O:15][C:16]([CH3:19])([CH3:18])[CH3:17])=[O:14], predict the reaction product. The product is: [C:13]([N:20]1[CH2:25][C@@H:24]([C:11]#[N:12])[C@H:22]([OH:23])[CH2:21]1)([O:15][C:16]([CH3:19])([CH3:18])[CH3:17])=[O:14]. (4) Given the reactants [Cl:1][C:2]1[C:7]([N:8]2[CH2:13][CH2:12][CH:11]([C:14]3[CH:19]=[CH:18][C:17]([O:20][CH3:21])=[CH:16][C:15]=3[O:22][CH3:23])[CH2:10][CH2:9]2)=[CH:6][N:5]=[N:4][C:3]=1[NH:24][NH:25][C:26](=O)[CH2:27][CH:28]1[CH2:30][CH2:29]1.P(Cl)(Cl)(Cl)=O, predict the reaction product. The product is: [Cl:1][C:2]1[C:3]2[N:4]([C:26]([CH2:27][CH:28]3[CH2:30][CH2:29]3)=[N:25][N:24]=2)[N:5]=[CH:6][C:7]=1[N:8]1[CH2:9][CH2:10][CH:11]([C:14]2[CH:19]=[CH:18][C:17]([O:20][CH3:21])=[CH:16][C:15]=2[O:22][CH3:23])[CH2:12][CH2:13]1.